The task is: Predict the reactants needed to synthesize the given product.. This data is from Full USPTO retrosynthesis dataset with 1.9M reactions from patents (1976-2016). (1) Given the product [Cl:1][C:2]1[CH:7]=[CH:6][C:5]([CH:8]([C:9]2[CH:14]=[CH:13][CH:12]=[CH:11][CH:10]=2)[N:16]2[CH2:21][CH2:20][NH:19][CH2:18][CH2:17]2)=[CH:4][CH:3]=1, predict the reactants needed to synthesize it. The reactants are: [Cl:1][C:2]1[CH:7]=[CH:6][C:5]([CH:8](Cl)[C:9]2[CH:14]=[CH:13][CH:12]=[CH:11][CH:10]=2)=[CH:4][CH:3]=1.[NH:16]1[CH2:21][CH2:20][NH:19][CH2:18][CH2:17]1.C([O-])([O-])=O.[K+].[K+]. (2) The reactants are: [Cl:1][C:2]1[CH:7]=[CH:6][C:5]([CH2:8][CH2:9][NH2:10])=[CH:4][CH:3]=1.[CH3:11][C:12]1([CH3:22])[O:16][C:15](=[CH:17][C:18](O)=[O:19])[C:14](=[O:21])[O:13]1. Given the product [Cl:1][C:2]1[CH:7]=[CH:6][C:5]([CH2:8][CH2:9][NH:10][C:18](=[O:19])[CH:17]=[C:15]2[C:14](=[O:21])[O:13][C:12]([CH3:11])([CH3:22])[O:16]2)=[CH:4][CH:3]=1, predict the reactants needed to synthesize it. (3) Given the product [Cl:1][C:2]1[CH:7]=[CH:6][CH:5]=[C:4]([Cl:8])[C:3]=1[NH:9]/[CH:22]=[C:23](\[C:30]([O:32][CH3:33])=[O:31])/[CH:24]=[CH:25]/[C:26]([O:28][CH3:29])=[O:27], predict the reactants needed to synthesize it. The reactants are: [Cl:1][C:2]1[CH:7]=[CH:6][CH:5]=[C:4]([Cl:8])[C:3]=1[NH2:9].C[Si](C)(C)[N-][Si](C)(C)C.[Li+].CO/[CH:22]=[C:23](\[C:30]([O:32][CH3:33])=[O:31])/[CH:24]=[CH:25]/[C:26]([O:28][CH3:29])=[O:27]. (4) Given the product [C:16]1([C@H:15]([NH:22][CH2:5][C:4]2[CH:7]=[C:8]([O:12][CH3:13])[C:9]([O:10][CH3:11])=[C:2]([Br:1])[CH:3]=2)[CH3:14])[CH:21]=[CH:20][CH:19]=[CH:18][CH:17]=1, predict the reactants needed to synthesize it. The reactants are: [Br:1][C:2]1[CH:3]=[C:4]([CH:7]=[C:8]([O:12][CH3:13])[C:9]=1[O:10][CH3:11])[CH:5]=O.[CH3:14][C@@H:15]([NH2:22])[C:16]1[CH:21]=[CH:20][CH:19]=[CH:18][CH:17]=1.CC(O)=O.[BH3-]C#N.[Na+]. (5) Given the product [Cl:1][C:2]1[C:29]([Cl:30])=[CH:28][CH:27]=[CH:26][C:3]=1[CH2:4][N:5]1[C:10](=[O:11])[C:9]([C:12]([OH:14])=[O:13])=[CH:8][N:7]([C:17]2[CH:22]=[CH:21][C:20]([O:23][CH3:24])=[CH:19][CH:18]=2)[C:6]1=[O:25], predict the reactants needed to synthesize it. The reactants are: [Cl:1][C:2]1[C:29]([Cl:30])=[CH:28][CH:27]=[CH:26][C:3]=1[CH2:4][N:5]1[C:10](=[O:11])[C:9]([C:12]([O:14]CC)=[O:13])=[CH:8][N:7]([C:17]2[CH:22]=[CH:21][C:20]([O:23][CH3:24])=[CH:19][CH:18]=2)[C:6]1=[O:25]. (6) Given the product [CH2:9]([O:8][C:5]1[CH:6]=[CH:7][C:2]([N:22]2[CH2:21][CH2:20][N:19]([C:23]([O:25][C:26]([CH3:28])([CH3:27])[CH3:29])=[O:24])[CH2:18][C:17]2=[O:16])=[CH:3][CH:4]=1)[CH2:10][CH2:11][CH2:12][CH2:13][CH2:14][CH3:15], predict the reactants needed to synthesize it. The reactants are: Br[C:2]1[CH:7]=[CH:6][C:5]([O:8][CH2:9][CH2:10][CH2:11][CH2:12][CH2:13][CH2:14][CH3:15])=[CH:4][CH:3]=1.[O:16]=[C:17]1[NH:22][CH2:21][CH2:20][N:19]([C:23]([O:25][C:26]([CH3:29])([CH3:28])[CH3:27])=[O:24])[CH2:18]1.[I-].CN[C@@H]1CCCC[C@H]1NC.C(=O)([O-])[O-].[K+].[K+].